The task is: Regression. Given two drug SMILES strings and cell line genomic features, predict the synergy score measuring deviation from expected non-interaction effect.. This data is from NCI-60 drug combinations with 297,098 pairs across 59 cell lines. (1) Drug 1: C1CC(C1)(C(=O)O)C(=O)O.[NH2-].[NH2-].[Pt+2]. Drug 2: C1CN(CCN1C(=O)CCBr)C(=O)CCBr. Cell line: SF-295. Synergy scores: CSS=22.2, Synergy_ZIP=-7.93, Synergy_Bliss=-0.812, Synergy_Loewe=-5.37, Synergy_HSA=-0.166. (2) Drug 1: CC1=C(C=C(C=C1)NC2=NC=CC(=N2)N(C)C3=CC4=NN(C(=C4C=C3)C)C)S(=O)(=O)N.Cl. Drug 2: C1=C(C(=O)NC(=O)N1)N(CCCl)CCCl. Cell line: ACHN. Synergy scores: CSS=66.6, Synergy_ZIP=7.74, Synergy_Bliss=7.15, Synergy_Loewe=7.68, Synergy_HSA=9.88. (3) Drug 1: CC1=C2C(C(=O)C3(C(CC4C(C3C(C(C2(C)C)(CC1OC(=O)C(C(C5=CC=CC=C5)NC(=O)OC(C)(C)C)O)O)OC(=O)C6=CC=CC=C6)(CO4)OC(=O)C)OC)C)OC. Drug 2: CCCCCOC(=O)NC1=NC(=O)N(C=C1F)C2C(C(C(O2)C)O)O. Cell line: HOP-62. Synergy scores: CSS=44.0, Synergy_ZIP=8.58, Synergy_Bliss=8.66, Synergy_Loewe=-20.5, Synergy_HSA=7.18. (4) Drug 1: C1CN1C2=NC(=NC(=N2)N3CC3)N4CC4. Drug 2: CN(CC1=CN=C2C(=N1)C(=NC(=N2)N)N)C3=CC=C(C=C3)C(=O)NC(CCC(=O)O)C(=O)O. Cell line: DU-145. Synergy scores: CSS=68.2, Synergy_ZIP=-1.39, Synergy_Bliss=-1.28, Synergy_Loewe=-1.40, Synergy_HSA=1.57. (5) Drug 1: C1=CC=C(C(=C1)C(C2=CC=C(C=C2)Cl)C(Cl)Cl)Cl. Drug 2: C1CN(CCN1C(=O)CCBr)C(=O)CCBr. Cell line: HS 578T. Synergy scores: CSS=19.9, Synergy_ZIP=-6.93, Synergy_Bliss=1.71, Synergy_Loewe=2.33, Synergy_HSA=2.71. (6) Drug 1: CCC1(CC2CC(C3=C(CCN(C2)C1)C4=CC=CC=C4N3)(C5=C(C=C6C(=C5)C78CCN9C7C(C=CC9)(C(C(C8N6C)(C(=O)OC)O)OC(=O)C)CC)OC)C(=O)OC)O.OS(=O)(=O)O. Drug 2: C(CCl)NC(=O)N(CCCl)N=O. Cell line: UO-31. Synergy scores: CSS=-0.728, Synergy_ZIP=2.65, Synergy_Bliss=2.59, Synergy_Loewe=-0.473, Synergy_HSA=-2.03. (7) Drug 1: C1=CC(=CC=C1CC(C(=O)O)N)N(CCCl)CCCl.Cl. Drug 2: C1CC(C1)(C(=O)O)C(=O)O.[NH2-].[NH2-].[Pt+2]. Cell line: MOLT-4. Synergy scores: CSS=86.9, Synergy_ZIP=4.05, Synergy_Bliss=3.65, Synergy_Loewe=0.753, Synergy_HSA=6.06.